This data is from Forward reaction prediction with 1.9M reactions from USPTO patents (1976-2016). The task is: Predict the product of the given reaction. The product is: [N:3]1([C:1]([N:24]2[CH2:23][CH2:22][N:21]([C:16]3[CH:15]=[C:14]([CH3:13])[CH:19]=[C:18]([CH3:20])[CH:17]=3)[CH2:26][CH2:25]2)=[S:2])[CH:7]=[CH:6][N:5]=[CH:4]1. Given the reactants [C:1](N1C=CN=C1)([N:3]1[CH:7]=[CH:6][N:5]=[CH:4]1)=[S:2].[CH3:13][C:14]1[CH:15]=[C:16]([N:21]2[CH2:26][CH2:25][NH:24][CH2:23][CH2:22]2)[CH:17]=[C:18]([CH3:20])[CH:19]=1.C1CCN2C(=NCCC2)CC1.C(OCC)(=O)C, predict the reaction product.